From a dataset of Full USPTO retrosynthesis dataset with 1.9M reactions from patents (1976-2016). Predict the reactants needed to synthesize the given product. (1) Given the product [Cl:22][C:16]1[CH:17]=[C:18]([Cl:21])[CH:19]=[CH:20][C:15]=1[C:13]1[N:14]=[C:10](/[CH:9]=[CH:8]/[C:4]2[CH:3]=[C:2]([C:29]3[CH:30]=[CH:31][C:26]([OH:25])=[CH:27][CH:28]=3)[CH:7]=[CH:6][CH:5]=2)[N:11]([CH2:23][CH3:24])[CH:12]=1, predict the reactants needed to synthesize it. The reactants are: Br[C:2]1[CH:3]=[C:4](/[CH:8]=[CH:9]/[C:10]2[N:11]([CH2:23][CH3:24])[CH:12]=[C:13]([C:15]3[CH:20]=[CH:19][C:18]([Cl:21])=[CH:17][C:16]=3[Cl:22])[N:14]=2)[CH:5]=[CH:6][CH:7]=1.[OH:25][C:26]1[CH:31]=[CH:30][C:29](B(O)O)=[CH:28][CH:27]=1. (2) The reactants are: [Cl:1][CH2:2][CH2:3][O:4][CH2:5][CH2:6][C:7]([O:9]CC)=[O:8].[OH-].[Li+]. Given the product [Cl:1][CH2:2][CH2:3][O:4][CH2:5][CH2:6][C:7]([OH:9])=[O:8], predict the reactants needed to synthesize it. (3) Given the product [CH2:20]1[C:21]2[C:16](=[CH:15][CH:14]=[CH:23][CH:22]=2)[CH2:17][CH2:18][C:19]1=[N:9][NH:8][C:6](=[O:7])[C:5]1[CH:10]=[CH:11][CH:12]=[C:3]([O:2][CH3:1])[C:4]=1[CH3:13], predict the reactants needed to synthesize it. The reactants are: [CH3:1][O:2][C:3]1[C:4]([CH3:13])=[C:5]([CH:10]=[CH:11][CH:12]=1)[C:6]([NH:8][NH2:9])=[O:7].[CH2:14]1[C:23](=O)[CH2:22][C:21]2[C:16](=[CH:17][CH:18]=[CH:19][CH:20]=2)[CH2:15]1.CCOCC. (4) The reactants are: [CH2:1]([O:8][C:9]1[CH:10]=[C:11]2[C:15](=[CH:16][CH:17]=1)[N:14]([CH2:18][C:19]1[CH:28]=[CH:27][C:22]([O:23][CH2:24][C:25]#[N:26])=[CH:21][CH:20]=1)[C:13]([C:29]1[CH:34]=[CH:33][C:32]([O:35][CH2:36][C:37]3[CH:42]=[CH:41][CH:40]=[CH:39][CH:38]=3)=[CH:31][CH:30]=1)=[C:12]2[CH3:43])[C:2]1[CH:7]=[CH:6][CH:5]=[CH:4][CH:3]=1.[OH-].[Na+].C(O[C:47]1[CH:52]=[C:51]2[C:50](=[CH:49][CH:48]=1)N(C[C:47]1[CH:52]=[CH:51][C:50](OCC(O)=O)=[CH:49][CH:48]=1)C([C:47]1[CH:52]=[CH:51][C:50](OC[C:47]3[CH:52]=[CH:51][CH:50]=[CH:49][CH:48]=3)=[CH:49][CH:48]=1)=C2C)[C:47]1[CH:52]=[CH:51][CH:50]=[CH:49][CH:48]=1.C(N1C=CN=C1)(N1C=CN=C1)=[O:91]. Given the product [N:26]1([C:25](=[O:91])[CH2:24][O:23][C:22]2[CH:27]=[CH:28][C:19]([CH2:18][N:14]3[C:15]4[C:11](=[CH:10][C:9]([O:8][CH2:1][C:2]5[CH:3]=[CH:4][CH:5]=[CH:6][CH:7]=5)=[CH:17][CH:16]=4)[C:12]([CH3:43])=[C:13]3[C:29]3[CH:30]=[CH:31][C:32]([O:35][CH2:36][C:37]4[CH:42]=[CH:41][CH:40]=[CH:39][CH:38]=4)=[CH:33][CH:34]=3)=[CH:20][CH:21]=2)[CH2:50][CH2:49][CH2:48][CH2:47][CH2:52][CH2:51]1, predict the reactants needed to synthesize it. (5) Given the product [Cl:1][C:2]1[CH:7]=[C:6]([Cl:8])[CH:5]=[CH:4][C:3]=1[C:9]1[N:10]=[C:11](/[CH:20]=[CH:21]/[C:22]2[CH:23]=[CH:24][C:25]([C:28]3[CH:33]=[CH:32][C:31]([O:34][CH3:35])=[CH:30][CH:29]=3)=[CH:26][CH:27]=2)[N:12]([CH2:14][CH2:15][CH2:16][C:17]([NH:40][CH2:39][CH2:38][C:37]([CH3:42])([CH3:41])[CH3:36])=[O:19])[CH:13]=1, predict the reactants needed to synthesize it. The reactants are: [Cl:1][C:2]1[CH:7]=[C:6]([Cl:8])[CH:5]=[CH:4][C:3]=1[C:9]1[N:10]=[C:11](/[CH:20]=[CH:21]/[C:22]2[CH:27]=[CH:26][C:25]([C:28]3[CH:33]=[CH:32][C:31]([O:34][CH3:35])=[CH:30][CH:29]=3)=[CH:24][CH:23]=2)[N:12]([CH2:14][CH2:15][CH2:16][C:17]([OH:19])=O)[CH:13]=1.[CH3:36][C:37]([CH3:42])([CH3:41])[CH2:38][CH2:39][NH2:40]. (6) Given the product [CH2:24]([N:16]1[CH2:17][CH2:18][C:5]2([O:6][C:7]3[CH:13]=[CH:12][CH:11]=[CH:10][C:8]=3[N:9]3[CH:1]=[CH:2][CH:3]=[C:4]23)[CH2:14][CH2:15]1)[C:25]1[CH:30]=[CH:29][CH:28]=[CH:27][CH:26]=1, predict the reactants needed to synthesize it. The reactants are: [CH:1]1[N:9]2[C:4]([C:5]3([CH2:18][CH2:17][NH:16][CH2:15][CH2:14]3)[O:6][C:7]3[CH:13]=[CH:12][CH:11]=[CH:10][C:8]=32)=[CH:3][CH:2]=1.C([O-])(O)=O.[Na+].[CH2:24](Br)[C:25]1[CH:30]=[CH:29][CH:28]=[CH:27][CH:26]=1. (7) Given the product [Cl:14][C:11]1[CH:12]=[CH:13][C:4]([CH2:3][O:23][C:17]2[CH:18]=[C:19]([F:22])[CH:20]=[CH:21][C:16]=2[F:15])=[C:5]([CH:10]=1)[C:6]([O:8][CH3:9])=[O:7], predict the reactants needed to synthesize it. The reactants are: BrC[CH2:3][C:4]1[CH:13]=[CH:12][C:11]([Cl:14])=[CH:10][C:5]=1[C:6]([O:8][CH3:9])=[O:7].[F:15][C:16]1[CH:21]=[CH:20][C:19]([F:22])=[CH:18][C:17]=1[OH:23]. (8) Given the product [CH3:33][N:34]([CH3:35])[C:22]1[N:21]=[C:20]([NH:19][CH2:18][C:15]2[CH:16]=[CH:17][C:12]([NH:11][C:9]([NH:8][C:5]3[CH:6]=[CH:7][C:2]([F:1])=[CH:3][CH:4]=3)=[O:10])=[CH:13][CH:14]=2)[C:29]2[C:24](=[CH:25][C:26]([CH3:30])=[CH:27][CH:28]=2)[N:23]=1, predict the reactants needed to synthesize it. The reactants are: [F:1][C:2]1[CH:7]=[CH:6][C:5]([NH:8][C:9]([NH:11][C:12]2[CH:17]=[CH:16][C:15]([CH2:18][NH:19][C:20]3[C:29]4[C:24](=[CH:25][C:26]([CH3:30])=[CH:27][CH:28]=4)[N:23]=[C:22](Cl)[N:21]=3)=[CH:14][CH:13]=2)=[O:10])=[CH:4][CH:3]=1.Cl.[CH3:33][NH:34][CH3:35]. (9) Given the product [Cl:7][C:8]1[CH:9]=[C:10]2[C:14](=[CH:15][CH:16]=1)[N:13]([S:17]([C:20]1[CH:25]=[CH:24][CH:23]=[CH:22][CH:21]=1)(=[O:19])=[O:18])[C:12]([CH2:26][OH:27])=[CH:11]2, predict the reactants needed to synthesize it. The reactants are: [H-].[Al+3].[Li+].[H-].[H-].[H-].[Cl:7][C:8]1[CH:9]=[C:10]2[C:14](=[CH:15][CH:16]=1)[N:13]([S:17]([C:20]1[CH:25]=[CH:24][CH:23]=[CH:22][CH:21]=1)(=[O:19])=[O:18])[C:12]([C:26](OC)=[O:27])=[CH:11]2.